This data is from Full USPTO retrosynthesis dataset with 1.9M reactions from patents (1976-2016). The task is: Predict the reactants needed to synthesize the given product. (1) Given the product [Cl:14][C:13]1[N:12]=[C:19]([Cl:20])[N:18]=[C:16]([CH2:1][CH:2]([CH3:4])[CH3:3])[N:15]=1, predict the reactants needed to synthesize it. The reactants are: [CH2:1]([Mg]Br)[CH:2]([CH3:4])[CH3:3].CCOCC.[N:12]1[C:19]([Cl:20])=[N:18][C:16](Cl)=[N:15][C:13]=1[Cl:14]. (2) Given the product [N+:13]([C:16]1[C:17]([CH:27]=[O:28])=[N:18][N:19]([CH:21]2[CH2:26][CH2:25][CH2:24][CH2:23][O:22]2)[CH:20]=1)([O-:15])=[O:14], predict the reactants needed to synthesize it. The reactants are: C(OC(C1C(C=O)=NNC=1)=O)C.[N+:13]([C:16]1[C:17]([CH2:27][OH:28])=[N:18][N:19]([CH:21]2[CH2:26][CH2:25][CH2:24][CH2:23][O:22]2)[CH:20]=1)([O-:15])=[O:14].